Task: Predict the reaction yield, written as a fraction of the theoretical maximum amount of product (1.0 means a 100% yield; for example, 0.34 means a 34% yield).. Dataset: Reaction yield outcomes from USPTO patents with 853,638 reactions (1) The reactants are [C:1]([O:5][C:6]([N:8]([CH3:42])[C@H:9]([C:19]([NH:21][C@H:22]([C:26]([N:28]([C@H:30]([CH:39]([CH3:41])[CH3:40])/[CH:31]=[C:32](\[CH3:38])/[C:33]([O:35]CC)=[O:34])[CH3:29])=[O:27])[C@H:23]([CH3:25])[OH:24])=[O:20])[C:10]([CH3:18])([CH3:17])[C:11]1[CH:16]=[CH:15][CH:14]=[CH:13][CH:12]=1)=[O:7])([CH3:4])([CH3:3])[CH3:2].O.[OH-].[Li+]. The catalyst is CO. The product is [C:1]([O:5][C:6]([N:8]([CH3:42])[C@H:9]([C:19]([NH:21][C@H:22]([C:26]([N:28]([C@H:30]([CH:39]([CH3:41])[CH3:40])/[CH:31]=[C:32](/[C:33]([OH:35])=[O:34])\[CH3:38])[CH3:29])=[O:27])[C@H:23]([CH3:25])[OH:24])=[O:20])[C:10]([CH3:18])([CH3:17])[C:11]1[CH:16]=[CH:15][CH:14]=[CH:13][CH:12]=1)=[O:7])([CH3:2])([CH3:3])[CH3:4]. The yield is 0.900. (2) The reactants are Br[C:2]1[S:6][C:5]([C:7]([NH:9][C:10]2[CH:15]=[CH:14][CH:13]=[CH:12][C:11]=2[Cl:16])=[O:8])=[CH:4][CH:3]=1.[Cl:17][C:18]1[C:19](B2OC(C)(C)C(C)(C)O2)=[CH:20][C:21]2[S:25][CH:24]=[N:23][C:22]=2[CH:26]=1.C(=O)([O-])[O-].[Na+].[Na+].CC(=O)OCC.[Cl-].[Na+].O. The catalyst is COCCOC.CCO.O.[Pd].C1(P(C2C=CC=CC=2)C2C=CC=CC=2)C=CC=CC=1.C1(P(C2C=CC=CC=2)C2C=CC=CC=2)C=CC=CC=1.C1(P(C2C=CC=CC=2)C2C=CC=CC=2)C=CC=CC=1.C1(P(C2C=CC=CC=2)C2C=CC=CC=2)C=CC=CC=1. The product is [Cl:16][C:11]1[CH:12]=[CH:13][CH:14]=[CH:15][C:10]=1[NH:9][C:7]([C:5]1[S:6][C:2]([C:19]2[C:18]([Cl:17])=[CH:26][C:22]3[N:23]=[CH:24][S:25][C:21]=3[CH:20]=2)=[CH:3][CH:4]=1)=[O:8]. The yield is 0.674. (3) The reactants are [F:1][C:2]([F:22])([F:21])[C:3]1[C:11]2[CH2:10][CH2:9][CH2:8][CH2:7][C:6]=2[N:5]([CH2:12][C:13]2[S:14][CH:15]=[C:16]([C:18](O)=[O:19])[N:17]=2)[N:4]=1.CCN=C=N[CH2:28][CH2:29][CH2:30][N:31]([CH3:33])C.C1C=CC2N(O)N=NC=2C=1.N1CCCC1. The catalyst is CN(C=O)C.O. The product is [N:31]1([C:18]([C:16]2[N:17]=[C:13]([CH2:12][N:5]3[C:6]4[CH2:7][CH2:8][CH2:9][CH2:10][C:11]=4[C:3]([C:2]([F:21])([F:1])[F:22])=[N:4]3)[S:14][CH:15]=2)=[O:19])[CH2:30][CH2:29][CH2:28][CH2:33]1. The yield is 0.850. (4) The reactants are O([BH-](OC(C)=O)OC(C)=O)C(C)=O.[Na+].[Cl:15][C:16]1[N:21]=[CH:20][N:19]=[C:18]([NH2:22])[CH:17]=1.[CH:23]1([O:28][C:29]2[CH:30]=[C:31]([CH:34]=[CH:35][C:36]=2[O:37][CH3:38])[CH:32]=O)[CH2:27][CH2:26][CH2:25][CH2:24]1.CC(O)=O. The catalyst is ClCCCl. The product is [Cl:15][C:16]1[N:21]=[CH:20][N:19]=[C:18]([NH:22][CH2:32][C:31]2[CH:34]=[CH:35][C:36]([O:37][CH3:38])=[C:29]([O:28][CH:23]3[CH2:27][CH2:26][CH2:25][CH2:24]3)[CH:30]=2)[CH:17]=1. The yield is 0.120. (5) The reactants are [CH2:1]([Mg]Br)[CH3:2].[Br:5][C:6]1[CH:7]=[C:8]2[N:16]([CH3:17])[CH:15]=[CH:14][C:9]2=[N:10][C:11]=1[C:12]#[N:13].[BH4-].[Na+]. The catalyst is C1COCC1. The product is [Br:5][C:6]1[CH:7]=[C:8]2[N:16]([CH3:17])[CH:15]=[CH:14][C:9]2=[N:10][C:11]=1[CH:12]([NH2:13])[CH2:1][CH3:2]. The yield is 0.810. (6) The reactants are [C:1]1([CH:7]([C:30]2[CH:35]=[CH:34][CH:33]=[CH:32][CH:31]=2)[N:8]2[C:16]3[C:11](=[CH:12][CH:13]=[CH:14][CH:15]=3)[C:10](O)([C:17]3[CH:18]=[C:19]4[C:24](=[CH:25][C:26]=3[OH:27])[N:23]=[CH:22][CH:21]=[N:20]4)[C:9]2=[O:29])[CH:6]=[CH:5][CH:4]=[CH:3][CH:2]=1. The catalyst is [Zn].S(Cl)(Cl)=O. The product is [C:30]1([CH:7]([C:1]2[CH:2]=[CH:3][CH:4]=[CH:5][CH:6]=2)[N:8]2[C:16]3[C:11](=[CH:12][CH:13]=[CH:14][CH:15]=3)[CH:10]([C:17]3[CH:18]=[C:19]4[C:24](=[CH:25][C:26]=3[OH:27])[N:23]=[CH:22][CH:21]=[N:20]4)[C:9]2=[O:29])[CH:31]=[CH:32][CH:33]=[CH:34][CH:35]=1. The yield is 0.830. (7) The reactants are [Cl-].O[NH3+:3].[C:4](=[O:7])([O-])[OH:5].[Na+].CS(C)=O.[CH3:13][O:14][C:15]1[CH:20]=[CH:19][C:18]([N:21]2[C:26](=[O:27])[C:25]([CH2:28][C:29]3[CH:34]=[CH:33][C:32]([C:35]4[C:36]([C:41]#[N:42])=[CH:37][CH:38]=[CH:39][CH:40]=4)=[CH:31][CH:30]=3)=[C:24]([CH2:43][CH2:44][CH3:45])[N:23]=[C:22]2[CH3:46])=[CH:17][CH:16]=1. The catalyst is O.C(OCC)(=O)C. The product is [CH3:13][O:14][C:15]1[CH:16]=[CH:17][C:18]([N:21]2[C:26](=[O:27])[C:25]([CH2:28][C:29]3[CH:34]=[CH:33][C:32]([C:35]4[CH:40]=[CH:39][CH:38]=[CH:37][C:36]=4[C:41]4[NH:3][C:4](=[O:7])[O:5][N:42]=4)=[CH:31][CH:30]=3)=[C:24]([CH2:43][CH2:44][CH3:45])[N:23]=[C:22]2[CH3:46])=[CH:19][CH:20]=1. The yield is 0.600.